Task: Predict the reactants needed to synthesize the given product.. Dataset: Full USPTO retrosynthesis dataset with 1.9M reactions from patents (1976-2016) (1) Given the product [CH:28]([O:30][C@@H:31]1[CH2:32][CH2:60][C@@:57]2([CH3:58])[CH:44]([C@@H:45]([OH:67])[CH2:46][C@@H:47]3[C@@H:56]2[CH2:55][CH2:54][C@@:52]2([CH3:53])[C@H:48]3[CH2:49][CH2:50][C@@H:51]2[OH:61])[CH2:33]1)=[O:29], predict the reactants needed to synthesize it. The reactants are: C1C=CC(P(C2C=CC=CC=2)C2C=CC=CC=2)=CC=1.[CH3:32][CH:31]([O:30][C:28](/N=N/[C:28]([O:30][CH:31]([CH3:33])[CH3:32])=[O:29])=[O:29])[CH3:33].FC(F)(F)C(NCCS[C@H]1C[CH2:58][C@@:57]2([CH3:60])[CH:44](/[C:45](=N/O)/[CH2:46][C@@H:47]3[C@@H:56]2[CH2:55][CH2:54][C@@:52]2([CH3:53])[C@H:48]3[CH2:49][CH2:50][C:51]2=[O:61])C1)=O.C(O)=[O:67]. (2) Given the product [C:31]1([CH3:63])[CH:36]=[CH:35][CH:34]=[C:33]([NH:37][C:38](=[O:62])[NH:39][C:40]2[CH:45]=[CH:44][C:43]([C:46]3[CH:50]=[CH:49][N:48]([CH:51]4[CH2:52][CH2:53][CH:54]([C:57]([OH:59])=[O:58])[CH2:55][CH2:56]4)[N:47]=3)=[CH:42][CH:41]=2)[CH:32]=1, predict the reactants needed to synthesize it. The reactants are: FC(F)(F)C1C=C(NC(=O)NC2C=CC(C3SC(CCC(O)=O)=NC=3)=CC=2)C=CC=1.[C:31]1([CH3:63])[CH:36]=[CH:35][CH:34]=[C:33]([NH:37][C:38](=[O:62])[NH:39][C:40]2[CH:45]=[CH:44][C:43]([C:46]3[CH:50]=[CH:49][N:48]([CH:51]4[CH2:56][CH2:55][CH:54]([C:57]([O:59]CC)=[O:58])[CH2:53][CH2:52]4)[N:47]=3)=[CH:42][CH:41]=2)[CH:32]=1. (3) Given the product [O:18]=[C:19]1[N:23]([CH:24]2[CH2:25][CH2:26][N:27]([C@H:6]3[CH2:10][CH2:9][N:8]([C:11]([O:13][C:14]([CH3:17])([CH3:16])[CH3:15])=[O:12])[CH2:7]3)[CH2:28][CH2:29]2)[C:22]2[CH:30]=[CH:31][CH:32]=[CH:33][C:21]=2[NH:20]1, predict the reactants needed to synthesize it. The reactants are: CS(O[C@@H:6]1[CH2:10][CH2:9][N:8]([C:11]([O:13][C:14]([CH3:17])([CH3:16])[CH3:15])=[O:12])[CH2:7]1)(=O)=O.[O:18]=[C:19]1[N:23]([CH:24]2[CH2:29][CH2:28][NH:27][CH2:26][CH2:25]2)[C:22]2[CH:30]=[CH:31][CH:32]=[CH:33][C:21]=2[NH:20]1.CC1C=C(C(C)(C)C)N=C(C(C)(C)C)C=1.